Dataset: Forward reaction prediction with 1.9M reactions from USPTO patents (1976-2016). Task: Predict the product of the given reaction. Given the reactants FC(F)(F)C(O)=O.[CH2:8]([C:10]1[CH:15]=[CH:14][CH:13]=[CH:12][C:11]=1[O:16][C:17]1[N:22]=[CH:21][C:20]([NH:23][C:24](=[O:35])[C@H:25]([NH:27]C(=O)OC(C)(C)C)[CH3:26])=[CH:19][CH:18]=1)[CH3:9], predict the reaction product. The product is: [CH2:8]([C:10]1[CH:15]=[CH:14][CH:13]=[CH:12][C:11]=1[O:16][C:17]1[N:22]=[CH:21][C:20]([NH:23][C:24](=[O:35])[C@@H:25]([CH3:26])[NH2:27])=[CH:19][CH:18]=1)[CH3:9].